Dataset: Forward reaction prediction with 1.9M reactions from USPTO patents (1976-2016). Task: Predict the product of the given reaction. (1) Given the reactants Cl[C:2]1[N:25]=[C:5]2[C:6]([C:10]3[CH:15]=[CH:14][C:13]([S:16]([CH3:19])(=[O:18])=[O:17])=[CH:12][C:11]=3[O:20][CH2:21][CH:22]([F:24])[F:23])=[CH:7][CH:8]=[CH:9][N:4]2[N:3]=1.[C:26]([O:30][C:31]([N:33]1[CH2:39][CH2:38][C:37]2[CH:40]=[CH:41][C:42]([NH2:44])=[CH:43][C:36]=2[CH2:35][CH2:34]1)=[O:32])([CH3:29])([CH3:28])[CH3:27], predict the reaction product. The product is: [C:26]([O:30][C:31]([N:33]1[CH2:39][CH2:38][C:37]2[CH:40]=[CH:41][C:42]([NH:44][C:2]3[N:25]=[C:5]4[C:6]([C:10]5[CH:15]=[CH:14][C:13]([S:16]([CH3:19])(=[O:18])=[O:17])=[CH:12][C:11]=5[O:20][CH2:21][CH:22]([F:24])[F:23])=[CH:7][CH:8]=[CH:9][N:4]4[N:3]=3)=[CH:43][C:36]=2[CH2:35][CH2:34]1)=[O:32])([CH3:29])([CH3:27])[CH3:28]. (2) Given the reactants Br[C:2]1[CH:3]=[N:4][C:5]2[C:10]([C:11]=1[C:12]1[C:17]([O:18][CH3:19])=[CH:16][C:15]([C:20]3[CH:25]=[CH:24][CH:23]=[C:22]([F:26])[CH:21]=3)=[C:14]([Cl:27])[CH:13]=1)=[CH:9][CH:8]=[C:7]([S:28]([NH:31][C:32]1[CH:36]=[CH:35][O:34][N:33]=1)(=[O:30])=[O:29])[CH:6]=2.[C:37](=O)([O-])[O-].[K+].[K+].O1CCOCC1.CB1OB(C)OB(C)O1, predict the reaction product. The product is: [Cl:27][C:14]1[CH:13]=[C:12]([C:11]2[C:10]3[C:5](=[CH:6][C:7]([S:28]([NH:31][C:32]4[CH:36]=[CH:35][O:34][N:33]=4)(=[O:30])=[O:29])=[CH:8][CH:9]=3)[N:4]=[CH:3][C:2]=2[CH3:37])[C:17]([O:18][CH3:19])=[CH:16][C:15]=1[C:20]1[CH:25]=[CH:24][CH:23]=[C:22]([F:26])[CH:21]=1.